From a dataset of Forward reaction prediction with 1.9M reactions from USPTO patents (1976-2016). Predict the product of the given reaction. Given the reactants [N:1]1([C:7]([O:9][C:10]([CH3:13])([CH3:12])[CH3:11])=[O:8])[CH2:6][CH2:5][NH:4][CH2:3][CH2:2]1.[C:14](OC(=O)C)(=[O:16])[CH3:15], predict the reaction product. The product is: [C:10]([O:9][C:7]([N:1]1[CH2:6][CH2:5][N:4]([C:14](=[O:16])[CH3:15])[CH2:3][CH2:2]1)=[O:8])([CH3:13])([CH3:12])[CH3:11].